The task is: Predict which catalyst facilitates the given reaction.. This data is from Catalyst prediction with 721,799 reactions and 888 catalyst types from USPTO. (1) Product: [Cl:1][C:2]1[C:3]2[N:4]([CH:27]=[N:28][CH:29]=2)[C:5]([N:20]2[CH2:24][CH2:23][C@@H:22]([OH:25])[CH2:21]2)=[C:6]([CH:8]([NH:10][C:11]2[N:19]=[CH:18][N:17]=[C:16]3[C:12]=2[N:13]=[CH:14][NH:15]3)[CH3:9])[CH:7]=1. The catalyst class is: 2. Reactant: [Cl:1][C:2]1[C:3]2[N:4]([CH:27]=[N:28][CH:29]=2)[C:5]([N:20]2[CH2:24][CH2:23][C@@H:22]([O:25]C)[CH2:21]2)=[C:6]([CH:8]([NH:10][C:11]2[N:19]=[CH:18][N:17]=[C:16]3[C:12]=2[N:13]=[CH:14][NH:15]3)[CH3:9])[CH:7]=1.B(Br)(Br)Br. (2) Reactant: [H-].[Na+].[F:3][C:4]([F:9])([F:8])[CH2:5][CH2:6][NH2:7].[Br:10][C:11]1[CH:12]=[N:13][C:14](I)=[N:15][CH:16]=1. Product: [Br:10][C:11]1[CH:12]=[N:13][C:14]([NH:7][CH2:6][CH2:5][C:4]([F:9])([F:8])[F:3])=[N:15][CH:16]=1. The catalyst class is: 7. (3) Reactant: Cl[C:2]1[C:7]([CH3:8])=[C:6]([NH:9][C@@H:10]2[CH2:14][CH2:13][O:12][CH2:11]2)[N:5]=[C:4]([C:15]2[CH:16]=[C:17]([OH:21])[CH:18]=[CH:19][CH:20]=2)[N:3]=1.[NH:22]1[CH2:27][CH2:26][O:25][CH2:24][CH2:23]1.C([O-])([O-])=O.[Na+].[Na+]. Product: [CH3:8][C:7]1[C:2]([N:22]2[CH2:27][CH2:26][O:25][CH2:24][CH2:23]2)=[N:3][C:4]([C:15]2[CH:16]=[C:17]([OH:21])[CH:18]=[CH:19][CH:20]=2)=[N:5][C:6]=1[NH:9][C@@H:10]1[CH2:14][CH2:13][O:12][CH2:11]1. The catalyst class is: 14. (4) Reactant: [C:1]([O:5][C:6]([N:8]1[CH2:14][CH2:13][C:12]2[N:15]=[C:16]([I:18])[NH:17][C:11]=2[CH2:10][CH2:9]1)=[O:7])([CH3:4])([CH3:3])[CH3:2].[H-].[Na+].[CH3:21][Si:22]([CH2:25][CH2:26][O:27][CH2:28]Cl)([CH3:24])[CH3:23]. Product: [C:1]([O:5][C:6]([N:8]1[CH2:14][CH2:13][C:12]2[N:15]=[C:16]([I:18])[N:17]([CH2:28][O:27][CH2:26][CH2:25][Si:22]([CH3:24])([CH3:23])[CH3:21])[C:11]=2[CH2:10][CH2:9]1)=[O:7])([CH3:4])([CH3:2])[CH3:3]. The catalyst class is: 1. (5) Reactant: [H-].[Na+].[OH:3][C:4]1[C:9]([C@@H:10]2[CH2:14][CH2:13][N:12]([CH3:15])[C@H:11]2[CH2:16][OH:17])=[C:8]([O:18][CH3:19])[CH:7]=[C:6]([O:20][CH3:21])[C:5]=1[C:22](=[O:24])[CH3:23].[Cl:25][C:26]1[CH:35]=[CH:34][CH:33]=[CH:32][C:27]=1[C:28](OC)=O.Cl. Product: [Cl:25][C:26]1[CH:35]=[CH:34][CH:33]=[CH:32][C:27]=1[C:28]1[O:3][C:4]2[C:5]([C:22](=[O:24])[CH:23]=1)=[C:6]([O:20][CH3:21])[CH:7]=[C:8]([O:18][CH3:19])[C:9]=2[C@@H:10]1[CH2:14][CH2:13][N:12]([CH3:15])[C@H:11]1[CH2:16][OH:17]. The catalyst class is: 121.